From a dataset of Reaction yield outcomes from USPTO patents with 853,638 reactions. Predict the reaction yield, written as a fraction of the theoretical maximum amount of product (1.0 means a 100% yield; for example, 0.34 means a 34% yield). (1) The reactants are Br[C:2]1[CH:6]=[CH:5][S:4][CH:3]=1.[Li]CCCC.C1COCC1.[Br:17][CH2:18][CH2:19][CH2:20][CH2:21][CH2:22][CH2:23][CH2:24][CH2:25]Br. The catalyst is CCCCCC. The product is [Br:17][CH2:18][CH2:19][CH2:20][CH2:21][CH2:22][CH2:23][CH2:24][CH2:25][C:2]1[CH:6]=[CH:5][S:4][CH:3]=1. The yield is 0.350. (2) The reactants are [OH-].[Na+].Cl.[NH2:4][CH:5]1[CH2:10][CH2:9][CH2:8][CH2:7][CH:6]1[OH:11].[Cl:12][C:13]1[CH:18]=[CH:17][CH:16]=[CH:15][C:14]=1I.C(O)(C)C. The catalyst is [Cl-].[Na+].O.[Cu]I. The product is [Cl:12][C:13]1[CH:18]=[CH:17][CH:16]=[CH:15][C:14]=1[NH:4][C@@H:5]1[CH2:10][CH2:9][CH2:8][CH2:7][C@H:6]1[OH:11]. The yield is 0.910. (3) The reactants are [F:1][C:2]([F:50])([F:49])[C:3]1[CH:4]=[C:5]([N:13]([CH3:48])[C:14]([N:16]([CH3:47])[C@H:17]2[C@H:21]([C:22]3[CH:27]=[CH:26][C:25]([F:28])=[CH:24][CH:23]=3)[CH2:20][N:19]([C:29]3[O:33][C:32]([CH:34]4[CH2:39][CH2:38][N:37]([C:40](OC(C)(C)C)=[O:41])[CH2:36][CH2:35]4)=[N:31][N:30]=3)[CH2:18]2)=[O:15])[CH:6]=[C:7]([C:9]([F:12])([F:11])[F:10])[CH:8]=1.Cl.[CH3:52]C(O)C. No catalyst specified. The product is [C:40]([N:37]1[CH2:38][CH2:39][CH:34]([C:32]2[O:33][C:29]([N:19]3[CH2:20][C@@H:21]([C:22]4[CH:23]=[CH:24][C:25]([F:28])=[CH:26][CH:27]=4)[C@H:17]([N:16]([CH3:47])[C:14]([N:13]([C:5]4[CH:4]=[C:3]([C:2]([F:49])([F:1])[F:50])[CH:8]=[C:7]([C:9]([F:10])([F:12])[F:11])[CH:6]=4)[CH3:48])=[O:15])[CH2:18]3)=[N:30][N:31]=2)[CH2:35][CH2:36]1)(=[O:41])[CH3:52]. The yield is 0.430.